Dataset: Aqueous solubility values for 9,982 compounds from the AqSolDB database. Task: Regression/Classification. Given a drug SMILES string, predict its absorption, distribution, metabolism, or excretion properties. Task type varies by dataset: regression for continuous measurements (e.g., permeability, clearance, half-life) or binary classification for categorical outcomes (e.g., BBB penetration, CYP inhibition). For this dataset (solubility_aqsoldb), we predict Y. (1) The compound is CCOc1nc(C(Cl)(Cl)Cl)ns1. The Y is -3.33 log mol/L. (2) The compound is O=c1[nH]c2ccccc2c(=O)o1. The Y is -2.74 log mol/L. (3) The compound is CCOC(=O)c1ccc(O)c(I)c1. The Y is -3.49 log mol/L.